Dataset: Peptide-MHC class I binding affinity with 185,985 pairs from IEDB/IMGT. Task: Regression. Given a peptide amino acid sequence and an MHC pseudo amino acid sequence, predict their binding affinity value. This is MHC class I binding data. (1) The peptide sequence is VSEKYTDMY. The MHC is HLA-A03:01 with pseudo-sequence HLA-A03:01. The binding affinity (normalized) is 0.0847. (2) The peptide sequence is RSFEIINVL. The MHC is HLA-A32:01 with pseudo-sequence HLA-A32:01. The binding affinity (normalized) is 0.902. (3) The peptide sequence is NVTVTHSV. The MHC is HLA-A02:02 with pseudo-sequence HLA-A02:02. The binding affinity (normalized) is 0. (4) The binding affinity (normalized) is 0. The MHC is HLA-B27:05 with pseudo-sequence HLA-B27:05. The peptide sequence is QIYAGIKVR. (5) The peptide sequence is RPNMSRRVF. The binding affinity (normalized) is 0. The MHC is HLA-B54:01 with pseudo-sequence HLA-B54:01. (6) The peptide sequence is SLLFREVWK. The MHC is HLA-A29:02 with pseudo-sequence HLA-A29:02. The binding affinity (normalized) is 0.0847. (7) The peptide sequence is IVIKLREQF. The MHC is H-2-Db with pseudo-sequence H-2-Db. The binding affinity (normalized) is 0.245.